Dataset: Experimentally validated miRNA-target interactions with 360,000+ pairs, plus equal number of negative samples. Task: Binary Classification. Given a miRNA mature sequence and a target amino acid sequence, predict their likelihood of interaction. The miRNA is hsa-miR-6792-3p with sequence CUCCUCCACAGCCCCUGCUCAU. The protein sequence of the target gene is MAAQGEPGYLAAQSDPGSNSERSTDSPVPGSEDDLVAGATLHSPEWSEERFRVDRKKLEAMLQAAAEGKGRSGEDFFQKIMEETNTQIAWPSKLKIGAKSKKDPHIKVSGKKEDVKEAKEMIMSVLDTKSNRVTLKMDVSHTEHSHVIGKGGNNIKKVMEETGCHIHFPDSNRNNQAEKSNQVSIAGQPAGVESARVRIRELLPLVLMFELPIAGILQPVPDPNSPSIQHISQTYNISVSFKQRSRMYGATVIVRGSQNNTSAVKEGTAMLLEHLAGSLASAIPVSTQLDIAAQHHLFMM.... Result: 0 (no interaction).